This data is from Reaction yield outcomes from USPTO patents with 853,638 reactions. The task is: Predict the reaction yield, written as a fraction of the theoretical maximum amount of product (1.0 means a 100% yield; for example, 0.34 means a 34% yield). (1) The reactants are [CH3:1][CH:2]([CH3:8])[C:3](=O)[CH2:4][C:5]#[N:6].[NH2:9][NH2:10]. The catalyst is C(O)C. The product is [CH:2]([C:3]1[CH:4]=[C:5]([NH2:6])[NH:10][N:9]=1)([CH3:8])[CH3:1]. The yield is 0.680. (2) The reactants are [CH3:1][C:2]1[N:3]=[CH:4][N:5]([C:7]2[CH:12]=[CH:11][C:10]([N+:13]([O-])=O)=[CH:9][C:8]=2[CH3:16])[CH:6]=1. The catalyst is C(OCC)(=O)C.C(O)C. The product is [CH3:16][C:8]1[CH:9]=[C:10]([NH2:13])[CH:11]=[CH:12][C:7]=1[N:5]1[CH:6]=[C:2]([CH3:1])[N:3]=[CH:4]1. The yield is 0.990. (3) The reactants are [CH2:1]([C:3]1[C:4]([O:12][CH3:13])=[CH:5][C:6]([O:10][CH3:11])=[C:7]([NH2:9])[CH:8]=1)[CH3:2].F[C:15]1[CH:20]=[CH:19][C:18]([C:21]([F:24])([F:23])[F:22])=[CH:17][C:16]=1[N+:25]([O-:27])=[O:26].C(N(CC)CC)C. The catalyst is C1COCC1.C(OCC)C. The product is [CH2:1]([C:3]1[C:4]([O:12][CH3:13])=[CH:5][C:6]([O:10][CH3:11])=[C:7]([NH:9][C:15]2[CH:20]=[CH:19][C:18]([C:21]([F:24])([F:22])[F:23])=[CH:17][C:16]=2[N+:25]([O-:27])=[O:26])[CH:8]=1)[CH3:2]. The yield is 0.960. (4) The reactants are Cl[CH:2]([C:21]1[CH:26]=[CH:25][C:24]([Cl:27])=[CH:23][CH:22]=1)[C:3]1[CH:4]=[CH:5][C:6]2[NH:12][C:11](=[O:13])[CH2:10][N:9]=[C:8]([C:14]3[CH:19]=[CH:18][CH:17]=[CH:16][CH:15]=3)[C:7]=2[CH:20]=1.[NH:28]1[CH:32]=[CH:31][N:30]=[CH:29]1.C([O-])([O-])=O.[K+].[K+]. The catalyst is C(#N)C. The product is [Cl:27][C:24]1[CH:25]=[CH:26][C:21]([CH:2]([N:28]2[CH:32]=[CH:31][N:30]=[CH:29]2)[C:3]2[CH:4]=[CH:5][C:6]3[NH:12][C:11](=[O:13])[CH2:10][N:9]=[C:8]([C:14]4[CH:19]=[CH:18][CH:17]=[CH:16][CH:15]=4)[C:7]=3[CH:20]=2)=[CH:22][CH:23]=1. The yield is 0.510. (5) The reactants are [Cl:1][C:2]1[CH:3]=[C:4]([N:8]2[CH:12]=[C:11]([C:13](OC)=[O:14])[C:10]([CH3:17])=[N:9]2)[CH:5]=[CH:6][CH:7]=1.[H-].[Al+3].[Li+].[H-].[H-].[H-]. The product is [Cl:1][C:2]1[CH:3]=[C:4]([N:8]2[CH:12]=[C:11]([CH:13]=[O:14])[C:10]([CH3:17])=[N:9]2)[CH:5]=[CH:6][CH:7]=1. The yield is 0.230. The catalyst is O1CCCC1.C1(C)C=CC=CC=1.[O-2].[O-2].[Mn+4]. (6) The reactants are C([O:3][C:4]([C:6]1([NH:11][C:12]([CH:14]2[CH2:18][CH:17]([OH:19])[CH2:16][CH:15]2[C:20](=[O:29])[N:21]([CH2:23][CH2:24][CH2:25][CH2:26][CH:27]=[CH2:28])[CH3:22])=[O:13])[CH2:8][CH:7]1[CH:9]=[CH2:10])=[O:5])C.[Li+].[OH-].Cl. The catalyst is CN(C=O)C. The product is [CH2:23]([N:21]([CH3:22])[C:20]([CH:15]1[CH2:16][CH:17]([OH:19])[CH2:18][CH:14]1[C:12]([NH:11][C:6]1([C:4]([OH:5])=[O:3])[CH2:8][CH:7]1[CH:9]=[CH2:10])=[O:13])=[O:29])[CH2:24][CH2:25][CH2:26][CH:27]=[CH2:28]. The yield is 0.900. (7) The reactants are [CH3:1][O:2][C:3](=[O:53])[CH2:4][C@H:5]([O:45][Si](C(C)(C)C)(C)C)[CH2:6][C:7](=[O:44])[CH:8]=[CH:9][C:10]1[N:11]([CH:41]([CH3:43])[CH3:42])[C:12]([C:28](=[O:40])[NH:29][C:30]2[CH:35]=[CH:34][CH:33]=[C:32]([S:36](=[O:39])(=[O:38])[NH2:37])[CH:31]=2)=[C:13]([C:22]2[CH:27]=[CH:26][CH:25]=[CH:24][CH:23]=2)[C:14]=1[C:15]1[CH:20]=[CH:19][C:18]([F:21])=[CH:17][CH:16]=1.F. The catalyst is C(#N)C. The product is [CH3:1][O:2][C:3](=[O:53])[CH2:4][C@H:5]([OH:45])[CH2:6][C:7](=[O:44])[CH:8]=[CH:9][C:10]1[N:11]([CH:41]([CH3:42])[CH3:43])[C:12]([C:28](=[O:40])[NH:29][C:30]2[CH:35]=[CH:34][CH:33]=[C:32]([S:36](=[O:38])(=[O:39])[NH2:37])[CH:31]=2)=[C:13]([C:22]2[CH:27]=[CH:26][CH:25]=[CH:24][CH:23]=2)[C:14]=1[C:15]1[CH:16]=[CH:17][C:18]([F:21])=[CH:19][CH:20]=1. The yield is 0.990. (8) The reactants are C(S[C:4]1[C:9]([C:10]2[N:11]=[C:12]3[CH:17]=[C:16]([C:18]([F:21])([F:20])[F:19])[CH:15]=[CH:14][N:13]3[CH:22]=2)=[CH:8][CH:7]=[C:6]([C:23]([F:26])([F:25])[F:24])[N:5]=1)C.[CH:27]1C=C(Cl)C=C(C(OO)=O)[CH:28]=1.C([O-])(O)=O.[Na+].[O-:43][S:44]([O-:46])=O.[Na+].[Na+]. The catalyst is O. The product is [CH2:27]([S:44]([C:4]1[C:9]([C:10]2[N:11]=[C:12]3[CH:17]=[C:16]([C:18]([F:20])([F:21])[F:19])[CH:15]=[CH:14][N:13]3[CH:22]=2)=[CH:8][CH:7]=[C:6]([C:23]([F:25])([F:26])[F:24])[N:5]=1)(=[O:46])=[O:43])[CH3:28]. The yield is 0.680. (9) The reactants are FC(F)(F)C(O)=O.COC(=O)[CH2:11][NH:12][C:13](=[O:30])[CH:14]([NH:22][C:23](OC(C)(C)C)=[O:24])[CH2:15][C:16]1[CH:21]=[CH:20][CH:19]=[CH:18][CH:17]=1.N. The catalyst is C(Cl)Cl.C1COCC1. The product is [CH2:15]([CH:14]1[NH:22][C:23](=[O:24])[CH2:11][NH:12][C:13]1=[O:30])[C:16]1[CH:21]=[CH:20][CH:19]=[CH:18][CH:17]=1. The yield is 0.540.